This data is from Full USPTO retrosynthesis dataset with 1.9M reactions from patents (1976-2016). The task is: Predict the reactants needed to synthesize the given product. (1) Given the product [Cl:70][C:59]1[C:58](=[O:71])[N:57]([CH3:56])[CH:62]=[C:61]2[C:63](=[O:64])[N:13]([CH2:12][CH2:11][C:2]3[CH:3]=[CH:4][C:5]4[C:10](=[CH:9][CH:8]=[CH:7][CH:6]=4)[N:1]=3)[C:66](=[O:67])[C:60]=12, predict the reactants needed to synthesize it. The reactants are: [N:1]1[C:10]2[C:5](=[CH:6][CH:7]=[CH:8][CH:9]=2)[CH:4]=[CH:3][C:2]=1[CH2:11][CH2:12][NH2:13].CCN(C(C)C)C(C)C.C1CN([P+](ON2N=NC3C=CC=CC2=3)(N2CCCC2)N2CCCC2)CC1.F[P-](F)(F)(F)(F)F.[CH3:56][N:57]1[CH:62]=[C:61]([C:63](O)=[O:64])[C:60]([C:66](OC)=[O:67])=[C:59]([Cl:70])[C:58]1=[O:71]. (2) The reactants are: CN(C(ON1N=NC2C=CC=NC1=2)=[N+](C)C)C.F[P-](F)(F)(F)(F)F.OC(C(F)(F)F)=O.OC(C(F)(F)F)=O.[CH2:39]([N:42]1[C:50]2[CH:49]=[CH:48][C:47]([C:51]([N:53]3[CH2:58][CH2:57][CH:56]([CH3:59])[CH2:55][CH2:54]3)=[O:52])=[CH:46][C:45]=2[C:44]2[CH2:60][NH:61][CH2:62][CH2:63][C:43]1=2)[CH:40]=[CH2:41].[F:64][C:65]([F:70])([CH3:69])[C:66](O)=[O:67].C(N(C(C)C)CC)(C)C. Given the product [CH2:39]([N:42]1[C:50]2[CH:49]=[CH:48][C:47]([C:51]([N:53]3[CH2:58][CH2:57][CH:56]([CH3:59])[CH2:55][CH2:54]3)=[O:52])=[CH:46][C:45]=2[C:44]2[CH2:60][N:61]([C:66](=[O:67])[C:65]([F:70])([F:64])[CH3:69])[CH2:62][CH2:63][C:43]1=2)[CH:40]=[CH2:41], predict the reactants needed to synthesize it. (3) Given the product [Cl:11][CH2:2][CH2:3][NH:4][C@H:5]([C:8]([OH:10])=[O:9])[CH2:6][SH:7], predict the reactants needed to synthesize it. The reactants are: O[CH2:2][CH2:3][NH:4][C@H:5]([C:8]([OH:10])=[O:9])[CH2:6][SH:7].[ClH:11]. (4) Given the product [ClH:1].[NH2:25][C:21]1[CH2:22][O:23][CH2:24][C@:19]([C:17]2[CH:18]=[C:13]([NH:12][C:8]([C:5]3[C:4]([F:11])=[CH:3][C:2]([Cl:1])=[CH:7][N:6]=3)=[O:10])[CH:14]=[CH:15][C:16]=2[F:50])([CH3:49])[N:20]=1, predict the reactants needed to synthesize it. The reactants are: [Cl:1][C:2]1[CH:3]=[C:4]([F:11])[C:5]([C:8]([OH:10])=O)=[N:6][CH:7]=1.[NH2:12][C:13]1[CH:14]=[CH:15][C:16]([F:50])=[C:17]([C@:19]2([CH3:49])[CH2:24][O:23][CH2:22][C:21]([NH:25]C(C3C=CC(OC)=CC=3)(C3C=CC(OC)=CC=3)C3C=CC=CC=3)=[N:20]2)[CH:18]=1.F[P-](F)(F)(F)(F)F.N1(OC(N(C)C)=[N+](C)C)C2N=CC=CC=2N=N1.CCN(C(C)C)C(C)C.FC(F)(F)C(O)=O. (5) The reactants are: ClC(N(C)C)=C(C)C.[Cl:9][C:10]1[C:15](=[O:16])[N:14]([CH2:17][C:18]2[CH:23]=[CH:22][C:21]([O:24][CH3:25])=[CH:20][CH:19]=2)[CH:13]=[C:12]([NH:26][CH:27]([C:39]2[CH:44]=[CH:43][C:42]([Cl:45])=[CH:41][CH:40]=2)[C:28]2[N:29]([CH:36]([CH3:38])[CH3:37])[CH:30]=[CH:31][C:32]=2[C:33]([OH:35])=O)[CH:11]=1. Given the product [Cl:9][C:10]1[C:15](=[O:16])[N:14]([CH2:17][C:18]2[CH:19]=[CH:20][C:21]([O:24][CH3:25])=[CH:22][CH:23]=2)[CH:13]=[C:12]([N:26]2[C:33](=[O:35])[C:32]3[CH:31]=[CH:30][N:29]([CH:36]([CH3:37])[CH3:38])[C:28]=3[CH:27]2[C:39]2[CH:44]=[CH:43][C:42]([Cl:45])=[CH:41][CH:40]=2)[CH:11]=1, predict the reactants needed to synthesize it. (6) Given the product [OH:36][NH:35][C:34]([CH2:33][CH2:32][CH2:31][CH2:30][CH2:29][CH2:28][C:27]([NH:26][C:22]1[CH:21]=[C:20]([CH:25]=[CH:24][CH:23]=1)[CH2:19][NH:18][C:16](=[O:17])[NH:15][C@@H:8]([C:9]1[CH:14]=[CH:13][CH:12]=[CH:11][CH:10]=1)[C:7]([OH:39])=[O:6])=[O:38])=[O:37], predict the reactants needed to synthesize it. The reactants are: C1([O:6][C:7](=[O:39])[C@@H:8]([NH:15][C:16]([NH:18][CH2:19][C:20]2[CH:25]=[CH:24][CH:23]=[C:22]([NH:26][C:27](=[O:38])[CH2:28][CH2:29][CH2:30][CH2:31][CH2:32][CH2:33][C:34](=[O:37])[NH:35][OH:36])[CH:21]=2)=[O:17])[C:9]2[CH:14]=[CH:13][CH:12]=[CH:11][CH:10]=2)CCCC1.[OH-].[Na+]. (7) Given the product [F:18][C:16]1[CH:15]=[CH:14][C:13]([CH3:19])=[C:12]([C:10]2[CH:9]=[C:8]3[C:3]([CH:4]=[C:5]([NH:20][C:21]([CH:23]4[CH2:25][CH2:24]4)=[O:22])[N:6]=[CH:7]3)=[C:2]([S:37]([CH3:26])(=[O:39])=[O:36])[N:11]=2)[CH:17]=1, predict the reactants needed to synthesize it. The reactants are: Cl[C:2]1[N:11]=[C:10]([C:12]2[CH:17]=[C:16]([F:18])[CH:15]=[CH:14][C:13]=2[CH3:19])[CH:9]=[C:8]2[C:3]=1[CH:4]=[C:5]([NH:20][C:21]([CH:23]1[CH2:25][CH2:24]1)=[O:22])[N:6]=[CH:7]2.[CH3:26]SC.[Na].O1CCCC1.O[O:36][S:37]([O-:39])=O.[K+]. (8) Given the product [CH2:36]([NH:43][C:44](=[O:52])[NH:45][CH:46]([CH3:51])[CH2:47][C:48]([NH:1][CH:2]([C:3](=[O:4])[N:5]([CH2:16][CH:17]([O:21][CH2:22][CH3:23])[O:18][CH2:19][CH3:20])[CH2:6][C:7]1[CH:8]=[CH:9][CH:10]=[C:11]2[C:15]=1[NH:14][N:13]=[CH:12]2)[CH2:24][C:25]1[CH:30]=[CH:29][C:28]([O:31][C:32]([CH3:33])([CH3:35])[CH3:34])=[CH:27][CH:26]=1)=[O:49])[C:37]1[CH:42]=[CH:41][CH:40]=[CH:39][CH:38]=1, predict the reactants needed to synthesize it. The reactants are: [NH2:1][CH:2]([CH2:24][C:25]1[CH:30]=[CH:29][C:28]([O:31][C:32]([CH3:35])([CH3:34])[CH3:33])=[CH:27][CH:26]=1)[C:3]([N:5]([CH2:16][CH:17]([O:21][CH2:22][CH3:23])[O:18][CH2:19][CH3:20])[CH2:6][C:7]1[CH:8]=[CH:9][CH:10]=[C:11]2[C:15]=1[NH:14][N:13]=[CH:12]2)=[O:4].[CH2:36]([NH:43][C:44](=[O:52])[NH:45][C@H:46]([CH3:51])[CH2:47][C:48](O)=[O:49])[C:37]1[CH:42]=[CH:41][CH:40]=[CH:39][CH:38]=1.CCN=C=NCCCN(C)C.Cl.C1C=CC2N(O)N=NC=2C=1.CCN(C(C)C)C(C)C.